Task: Predict the product of the given reaction.. Dataset: Forward reaction prediction with 1.9M reactions from USPTO patents (1976-2016) (1) Given the reactants [CH3:1][O:2][C:3](=[O:14])[CH2:4][O:5][C:6]1[CH:11]=[CH:10][C:9]([F:12])=[C:8]([NH2:13])[CH:7]=1.C([O:17][C:18](=O)[CH:19]([CH2:24][C:25]1[CH:30]=[CH:29][CH:28]=[C:27]([S:31]([CH3:34])(=[O:33])=[O:32])[CH:26]=1)[C:20](=O)[CH2:21][CH3:22])C, predict the reaction product. The product is: [CH3:1][O:2][C:3](=[O:14])[CH2:4][O:5][C:6]1[CH:11]=[CH:10][C:9]([F:12])=[C:8]2[C:7]=1[C:18](=[O:17])[C:19]([CH2:24][C:25]1[CH:30]=[CH:29][CH:28]=[C:27]([S:31]([CH3:34])(=[O:32])=[O:33])[CH:26]=1)=[C:20]([CH2:21][CH3:22])[NH:13]2. (2) Given the reactants [C:1]([C:4]1[CH:5]=[C:6]2[C:11](=[CH:12][CH:13]=1)[NH:10][CH:9]([C:14]1[CH:19]=[C:18]([O:20][CH3:21])[C:17]([OH:22])=[CH:16][C:15]=1[C:23]1[CH:28]=[CH:27][C:26]([C:29](O)=[O:30])=[CH:25][C:24]=1[O:32][CH3:33])[CH:8]1[CH2:34][C:35]3[C:40]([CH:7]21)=[CH:39][CH:38]=[CH:37][CH:36]=3)(=[NH:3])[NH2:2].[CH:41]1([NH2:47])[CH2:46][CH2:45][CH2:44][CH2:43][CH2:42]1, predict the reaction product. The product is: [CH:41]1([NH:47][C:29]([C:26]2[CH:27]=[CH:28][C:23]([C:15]3[CH:16]=[C:17]([OH:22])[C:18]([O:20][CH3:21])=[CH:19][C:14]=3[CH:9]3[CH:8]4[CH2:34][C:35]5[C:40]([CH:7]4[C:6]4[C:11](=[CH:12][CH:13]=[C:4]([C:1](=[NH:2])[NH2:3])[CH:5]=4)[NH:10]3)=[CH:39][CH:38]=[CH:37][CH:36]=5)=[C:24]([O:32][CH3:33])[CH:25]=2)=[O:30])[CH2:46][CH2:45][CH2:44][CH2:43][CH2:42]1. (3) The product is: [CH2:15]([N:1]1[CH:5]=[CH:4][N:3]=[C:2]1[CH:6]=[O:7])[CH3:16]. Given the reactants [NH:1]1[CH:5]=[CH:4][N:3]=[C:2]1[CH:6]=[O:7].C(=O)([O-])[O-].[K+].[K+].I[CH2:15][CH3:16], predict the reaction product.